Dataset: Full USPTO retrosynthesis dataset with 1.9M reactions from patents (1976-2016). Task: Predict the reactants needed to synthesize the given product. (1) The reactants are: [CH:1]1[C:6]2[S:7][C:8]3[C:9]4[C:14]([N:15]=[C:16]5[C:21]=3[CH:20]=[CH:19][CH:18]=[CH:17]5)=[CH:13][CH:12]=[CH:11][C:10]=4[C:5]=2[CH:4]=[CH:3][CH:2]=1.IC.[Cl:24][CH2:25]Cl. Given the product [Cl-:24].[CH3:25][N+:15]1[C:14]2[C:9]3=[C:10]([C:5]4[CH:4]=[CH:3][CH:2]=[CH:1][C:6]=4[S:7][C:8]3=[C:21]3[C:16]=1[CH:17]=[CH:18][CH:19]=[CH:20]3)[CH:11]=[CH:12][CH:13]=2, predict the reactants needed to synthesize it. (2) Given the product [CH3:15][C:8]1[N:6]2[N:7]=[C:2]([C:17]#[C:16][C:18]3[N:22]=[C:21]([N:23]4[CH2:27][CH2:26][CH2:25][CH2:24]4)[N:20]([CH3:28])[N:19]=3)[CH:3]=[CH:4][C:5]2=[N:10][C:9]=1[C:11]([F:14])([F:13])[F:12], predict the reactants needed to synthesize it. The reactants are: I[C:2]1[CH:3]=[CH:4][C:5]2[N:6]([C:8]([CH3:15])=[C:9]([C:11]([F:14])([F:13])[F:12])[N:10]=2)[N:7]=1.[C:16]([C:18]1[N:22]=[C:21]([N:23]2[CH2:27][CH2:26][CH2:25][CH2:24]2)[N:20]([CH3:28])[N:19]=1)#[CH:17].C(N(CC)CC)C. (3) Given the product [Br:2][C:3]1[CH:12]=[CH:11][CH:10]=[C:9]2[C:4]=1[CH2:5][CH2:6][N:7]1[C:17](=[O:20])[CH2:18][NH:19][C:14](=[O:15])[CH2:13][CH:8]12, predict the reactants needed to synthesize it. The reactants are: [Cl-].[Br:2][C:3]1[CH:12]=[CH:11][CH:10]=[C:9]2[C:4]=1[CH2:5][CH2:6][N:7]([C:17](=[O:20])[CH2:18][NH3+:19])[CH:8]2[CH2:13][C:14](O)=[O:15].C(N(CC)CC)C.Cl. (4) Given the product [CH2:6]([O:5][C:3](=[O:4])[C:2]([F:9])([F:8])[C@@:17]([C:15]1[C:14]([F:26])=[C:13]([Si:27]([CH2:30][CH3:31])([CH2:28][CH3:29])[CH2:32][CH3:33])[CH:12]=[C:11]([Br:10])[N:16]=1)([NH:19][S@@:20]([C:22]([CH3:23])([CH3:24])[CH3:25])=[O:21])[CH3:18])[CH3:7], predict the reactants needed to synthesize it. The reactants are: Br[C:2]([F:9])([F:8])[C:3]([O:5][CH2:6][CH3:7])=[O:4].[Br:10][C:11]1[N:16]=[C:15](/[C:17](=[N:19]/[S@@:20]([C:22]([CH3:25])([CH3:24])[CH3:23])=[O:21])/[CH3:18])[C:14]([F:26])=[C:13]([Si:27]([CH2:32][CH3:33])([CH2:30][CH3:31])[CH2:28][CH3:29])[CH:12]=1.[Cl-].[NH4+]. (5) Given the product [Br:13][C@H:2]([CH2:3][C:4]1[CH:9]=[CH:8][CH:7]=[CH:6][CH:5]=1)[C:10]([OH:12])=[O:11], predict the reactants needed to synthesize it. The reactants are: N[C@@H:2]([C:10]([OH:12])=[O:11])[CH2:3][C:4]1[CH:9]=[CH:8][CH:7]=[CH:6][CH:5]=1.[BrH:13].N([O-])=O.[Na+].C1(C)C=CC=CC=1. (6) The reactants are: [CH3:1][NH:2][C:3]1[CH:4]=[N:5][CH:6]=[CH:7][C:8]=1[C:9]1[C:10]([O:15][CH:16]2[CH2:19][N:18]([C:20]([O:22][C:23]([CH3:26])([CH3:25])[CH3:24])=[O:21])[CH2:17]2)=[N:11][CH:12]=[CH:13][CH:14]=1.FC1C=CC=C(OC)C=1C1C=CN=CC=1N(CC(F)(F)F)[C:43](=[O:58])[C:44]1[CH:49]=[C:48]([C:50]([F:53])([F:52])[F:51])[CH:47]=[C:46]([S:54]([CH3:57])(=[O:56])=[O:55])[CH:45]=1.CCN(C(C)C)C(C)C.CS(C1C=C(C=C(C(F)(F)F)C=1)C(Cl)=O)(=O)=O.[NH4+].[Cl-]. Given the product [C:23]([O:22][C:20]([N:18]1[CH2:19][CH:16]([O:15][C:10]2[C:9]([C:8]3[CH:7]=[CH:6][N:5]=[CH:4][C:3]=3[N:2]([C:43](=[O:58])[C:44]3[CH:49]=[C:48]([C:50]([F:53])([F:51])[F:52])[CH:47]=[C:46]([S:54]([CH3:57])(=[O:56])=[O:55])[CH:45]=3)[CH3:1])=[CH:14][CH:13]=[CH:12][N:11]=2)[CH2:17]1)=[O:21])([CH3:26])([CH3:25])[CH3:24], predict the reactants needed to synthesize it.